This data is from Reaction yield outcomes from USPTO patents with 853,638 reactions. The task is: Predict the reaction yield, written as a fraction of the theoretical maximum amount of product (1.0 means a 100% yield; for example, 0.34 means a 34% yield). (1) The reactants are N[C:2]1[CH:18]=[C:17]([C:19]([F:22])([F:21])[F:20])[C:5]2[N:6]([C:10]3[CH:15]=[CH:14][C:13]([Cl:16])=[CH:12][CH:11]=3)[C:7](=[O:9])[NH:8][C:4]=2[CH:3]=1.[C:23]([Cu])#[N:24].N(OC(C)(C)C)=O. The catalyst is CS(C)=O.[Cl-].[Na+].O. The product is [Cl:16][C:13]1[CH:12]=[CH:11][C:10]([N:6]2[C:5]3[C:17]([C:19]([F:21])([F:22])[F:20])=[CH:18][C:2]([C:23]#[N:24])=[CH:3][C:4]=3[NH:8][C:7]2=[O:9])=[CH:15][CH:14]=1. The yield is 0.230. (2) The product is [Cl:1][C:2]1[CH:3]=[CH:4][C:5]2[S:11][C@H:10]([C:12]3[CH:17]=[C:16]([F:18])[CH:15]=[CH:14][C:13]=3[F:19])[C@H:9]([NH:20][C:21](=[O:36])[C@H:22]([CH3:35])[NH:23][C:24](=[O:34])[CH2:25][C:26]3[CH:27]=[C:28]([F:33])[CH:29]=[C:30]([F:32])[CH:31]=3)[C:8](=[O:37])[N:7]([CH3:42])[C:6]=2[CH:38]=1. The catalyst is CN(C=O)C. The reactants are [Cl:1][C:2]1[CH:3]=[CH:4][C:5]2[S:11][C@H:10]([C:12]3[CH:17]=[C:16]([F:18])[CH:15]=[CH:14][C:13]=3[F:19])[C@H:9]([NH:20][C:21](=[O:36])[C@H:22]([CH3:35])[NH:23][C:24](=[O:34])[CH2:25][C:26]3[CH:31]=[C:30]([F:32])[CH:29]=[C:28]([F:33])[CH:27]=3)[C:8](=[O:37])[NH:7][C:6]=2[CH:38]=1.[H-].[Na+].I[CH3:42]. The yield is 0.820.